Dataset: NCI-60 drug combinations with 297,098 pairs across 59 cell lines. Task: Regression. Given two drug SMILES strings and cell line genomic features, predict the synergy score measuring deviation from expected non-interaction effect. (1) Drug 1: CC12CCC(CC1=CCC3C2CCC4(C3CC=C4C5=CN=CC=C5)C)O. Drug 2: C1=C(C(=O)NC(=O)N1)F. Cell line: SK-MEL-28. Synergy scores: CSS=32.9, Synergy_ZIP=2.15, Synergy_Bliss=5.14, Synergy_Loewe=3.14, Synergy_HSA=5.12. (2) Drug 1: C1CCC(C1)C(CC#N)N2C=C(C=N2)C3=C4C=CNC4=NC=N3. Drug 2: CCCS(=O)(=O)NC1=C(C(=C(C=C1)F)C(=O)C2=CNC3=C2C=C(C=N3)C4=CC=C(C=C4)Cl)F. Cell line: UACC-257. Synergy scores: CSS=43.2, Synergy_ZIP=0.0655, Synergy_Bliss=-1.70, Synergy_Loewe=-29.3, Synergy_HSA=-3.43. (3) Drug 1: C1=CC(=C2C(=C1NCCNCCO)C(=O)C3=C(C=CC(=C3C2=O)O)O)NCCNCCO. Drug 2: CC1CCC2CC(C(=CC=CC=CC(CC(C(=O)C(C(C(=CC(C(=O)CC(OC(=O)C3CCCCN3C(=O)C(=O)C1(O2)O)C(C)CC4CCC(C(C4)OC)OCCO)C)C)O)OC)C)C)C)OC. Cell line: MCF7. Synergy scores: CSS=44.1, Synergy_ZIP=2.83, Synergy_Bliss=2.52, Synergy_Loewe=7.11, Synergy_HSA=9.38. (4) Drug 1: CC1=C2C(C(=O)C3(C(CC4C(C3C(C(C2(C)C)(CC1OC(=O)C(C(C5=CC=CC=C5)NC(=O)OC(C)(C)C)O)O)OC(=O)C6=CC=CC=C6)(CO4)OC(=O)C)OC)C)OC. Drug 2: CN(CCCl)CCCl.Cl. Cell line: A498. Synergy scores: CSS=29.6, Synergy_ZIP=-1.29, Synergy_Bliss=-1.75, Synergy_Loewe=-6.01, Synergy_HSA=-0.421. (5) Drug 1: CS(=O)(=O)CCNCC1=CC=C(O1)C2=CC3=C(C=C2)N=CN=C3NC4=CC(=C(C=C4)OCC5=CC(=CC=C5)F)Cl. Drug 2: CC1C(C(CC(O1)OC2CC(CC3=C2C(=C4C(=C3O)C(=O)C5=CC=CC=C5C4=O)O)(C(=O)C)O)N)O. Cell line: CCRF-CEM. Synergy scores: CSS=28.5, Synergy_ZIP=1.42, Synergy_Bliss=-0.387, Synergy_Loewe=-36.8, Synergy_HSA=-2.95. (6) Drug 1: C1=CC(=C2C(=C1NCCNCCO)C(=O)C3=C(C=CC(=C3C2=O)O)O)NCCNCCO. Drug 2: CC1=C(C(=O)C2=C(C1=O)N3CC4C(C3(C2COC(=O)N)OC)N4)N. Cell line: ACHN. Synergy scores: CSS=68.6, Synergy_ZIP=4.80, Synergy_Bliss=3.87, Synergy_Loewe=0.563, Synergy_HSA=7.67. (7) Drug 1: CCCS(=O)(=O)NC1=C(C(=C(C=C1)F)C(=O)C2=CNC3=C2C=C(C=N3)C4=CC=C(C=C4)Cl)F. Drug 2: C1=NC2=C(N1)C(=S)N=CN2. Cell line: LOX IMVI. Synergy scores: CSS=51.7, Synergy_ZIP=3.06, Synergy_Bliss=-0.492, Synergy_Loewe=-1.81, Synergy_HSA=2.07. (8) Drug 1: C1C(C(OC1N2C=NC3=C(N=C(N=C32)Cl)N)CO)O. Drug 2: COC1=NC(=NC2=C1N=CN2C3C(C(C(O3)CO)O)O)N. Cell line: MDA-MB-435. Synergy scores: CSS=5.15, Synergy_ZIP=-1.74, Synergy_Bliss=-1.70, Synergy_Loewe=1.33, Synergy_HSA=-0.926. (9) Drug 1: CC1C(C(=O)NC(C(=O)N2CCCC2C(=O)N(CC(=O)N(C(C(=O)O1)C(C)C)C)C)C(C)C)NC(=O)C3=C4C(=C(C=C3)C)OC5=C(C(=O)C(=C(C5=N4)C(=O)NC6C(OC(=O)C(N(C(=O)CN(C(=O)C7CCCN7C(=O)C(NC6=O)C(C)C)C)C)C(C)C)C)N)C. Drug 2: C1C(C(OC1N2C=NC3=C2NC=NCC3O)CO)O. Cell line: SNB-19. Synergy scores: CSS=25.0, Synergy_ZIP=-6.31, Synergy_Bliss=-2.17, Synergy_Loewe=-43.3, Synergy_HSA=-1.35.